This data is from Catalyst prediction with 721,799 reactions and 888 catalyst types from USPTO. The task is: Predict which catalyst facilitates the given reaction. (1) Reactant: [NH2:1][C:2]1[CH:3]=[C:4]([CH:20]=[CH:21][C:22]=1[S:23][CH3:24])[C:5]([NH:7][C:8]1[CH:13]=[CH:12][C:11]([C:14]2[CH:19]=[CH:18][CH:17]=[CH:16][CH:15]=2)=[CH:10][CH:9]=1)=[O:6].[N:25]1([CH2:31][C:32](O)=[O:33])[CH2:30][CH2:29][O:28][CH2:27][CH2:26]1.C1CN([P+](ON2N=NC3C=CC=CC2=3)(N2CCCC2)N2CCCC2)CC1.F[P-](F)(F)(F)(F)F.C(N(C(C)C)C(C)C)C. Product: [C:11]1([C:14]2[CH:19]=[CH:18][CH:17]=[CH:16][CH:15]=2)[CH:10]=[CH:9][C:8]([NH:7][C:5](=[O:6])[C:4]2[CH:20]=[CH:21][C:22]([S:23][CH3:24])=[C:2]([NH:1][C:32](=[O:33])[CH2:31][N:25]3[CH2:30][CH2:29][O:28][CH2:27][CH2:26]3)[CH:3]=2)=[CH:13][CH:12]=1. The catalyst class is: 18. (2) Product: [F:2][C:3]1[CH:30]=[CH:29][C:6]([CH2:7][NH:8][C:9]([C:11]2[CH:16]=[C:15]([C:17]3[CH2:21][CH:20]([CH:22]4[CH2:23][CH2:24][N:25]([C:39](=[O:40])[NH:38][C:35]5[CH:36]=[CH:37][O:33][N:34]=5)[CH2:26][CH2:27]4)[O:19][N:18]=3)[N:14]=[C:13]([CH3:28])[N:12]=2)=[O:10])=[CH:5][C:4]=1[O:31][CH3:32]. Reactant: Cl.[F:2][C:3]1[CH:30]=[CH:29][C:6]([CH2:7][NH:8][C:9]([C:11]2[CH:16]=[C:15]([C:17]3[CH2:21][CH:20]([CH:22]4[CH2:27][CH2:26][NH:25][CH2:24][CH2:23]4)[O:19][N:18]=3)[N:14]=[C:13]([CH3:28])[N:12]=2)=[O:10])=[CH:5][C:4]=1[O:31][CH3:32].[O:33]1[CH:37]=[CH:36][C:35]([NH:38][C:39](=O)[O:40]C2C=CC([N+]([O-])=O)=CC=2)=[N:34]1. The catalyst class is: 3. (3) Product: [Cl:6][C:7]1[C:15]2[N:14]=[C:13]3[N:16]([C:20]4[C:21]([C:28]([F:30])([F:29])[F:31])=[N:22][C:23]([O:26][CH3:27])=[CH:24][CH:25]=4)[CH2:17][CH2:18][CH2:19][N:12]3[C:11]=2[C:10]([CH2:32][OH:33])=[CH:9][CH:8]=1. The catalyst class is: 199. Reactant: [Cl-].[Ca+2].[Cl-].[BH4-].[Na+].[Cl:6][C:7]1[CH:8]=[CH:9][C:10]([C:32](OC)=[O:33])=[C:11]2[C:15]=1[N:14]=[C:13]1[N:16]([C:20]3[C:21]([C:28]([F:31])([F:30])[F:29])=[N:22][C:23]([O:26][CH3:27])=[CH:24][CH:25]=3)[CH2:17][CH2:18][CH2:19][N:12]21.Cl.[Cl-].[NH4+].